This data is from Reaction yield outcomes from USPTO patents with 853,638 reactions. The task is: Predict the reaction yield, written as a fraction of the theoretical maximum amount of product (1.0 means a 100% yield; for example, 0.34 means a 34% yield). (1) The reactants are [C:1]1([CH3:16])[CH:6]=[CH:5][C:4]([C:7]2[CH:15]=[CH:14][CH:13]=[CH:12][C:8]=2[C:9]([NH2:11])=O)=[CH:3][CH:2]=1.S(Cl)(Cl)=O. No catalyst specified. The product is [C:1]1([CH3:16])[CH:6]=[CH:5][C:4]([C:7]2[CH:15]=[CH:14][CH:13]=[CH:12][C:8]=2[C:9]#[N:11])=[CH:3][CH:2]=1. The yield is 0.640. (2) The reactants are [NH:1]1[C:9]2[C:4](=[CH:5][CH:6]=[CH:7][CH:8]=2)[CH:3]=[C:2]1[C:10]([CH3:17])([CH3:16])[C:11]([O:13][CH2:14][CH3:15])=[O:12].[N+:18]([O-])([O-:20])=[O:19].[Na+]. The catalyst is S(=O)(=O)(O)O. The product is [CH3:17][C:10]([C:2]1[NH:1][C:9]2[C:4]([CH:3]=1)=[CH:5][C:6]([N+:18]([O-:20])=[O:19])=[CH:7][CH:8]=2)([CH3:16])[C:11]([O:13][CH2:14][CH3:15])=[O:12]. The yield is 0.570. (3) The catalyst is N1C=CC=CC=1.CN(C1C=CN=CC=1)C. The reactants are [Cl:1][C:2]1[CH:3]=[C:4]([C:10]2[CH:14]=[CH:13][N:12]([CH2:15][C@@H:16]([NH:18][C:19]([C:21]3[NH:25][N:24]=[C:23]([CH:26]([OH:28])[CH3:27])[CH:22]=3)=[O:20])[CH3:17])[N:11]=2)[CH:5]=[CH:6][C:7]=1[C:8]#[N:9].[CH3:29][C:30]([CH3:41])([CH3:40])[C:31](O[C:31](=[O:32])[C:30]([CH3:41])([CH3:40])[CH3:29])=[O:32]. The yield is 0.510. The product is [C:31]([O:28][CH:26]([C:23]1[CH:22]=[C:21]([C:19](=[O:20])[NH:18][C@@H:16]([CH3:17])[CH2:15][N:12]2[CH:13]=[CH:14][C:10]([C:4]3[CH:5]=[CH:6][C:7]([C:8]#[N:9])=[C:2]([Cl:1])[CH:3]=3)=[N:11]2)[NH:25][N:24]=1)[CH3:27])(=[O:32])[C:30]([CH3:41])([CH3:40])[CH3:29]. (4) The reactants are Cl.[NH:2]1[CH2:7][CH2:6][CH2:5][CH:4]([C:8]2[CH:23]=[CH:22][C:11]([O:12][C:13]3[CH:21]=[CH:20][C:16]([C:17]([NH2:19])=[O:18])=[CH:15][N:14]=3)=[CH:10][CH:9]=2)[CH2:3]1.[F:24][C:25]1[CH:32]=[CH:31][CH:30]=[CH:29][C:26]=1[CH:27]=O.[BH4-].[Na+]. No catalyst specified. The product is [F:24][C:25]1[CH:32]=[CH:31][CH:30]=[CH:29][C:26]=1[CH2:27][N:2]1[CH2:7][CH2:6][CH2:5][CH:4]([C:8]2[CH:9]=[CH:10][C:11]([O:12][C:13]3[CH:21]=[CH:20][C:16]([C:17]([NH2:19])=[O:18])=[CH:15][N:14]=3)=[CH:22][CH:23]=2)[CH2:3]1. The yield is 0.430. (5) The reactants are F[C:2]1[CH:7]=[CH:6][C:5]([N+:8]([O-:10])=[O:9])=[CH:4][CH:3]=1.[C:11]([NH2:15])([CH3:14])([CH3:13])[CH3:12].O. The catalyst is CS(C)=O. The product is [C:11]([NH:15][C:2]1[CH:7]=[CH:6][C:5]([N+:8]([O-:10])=[O:9])=[CH:4][CH:3]=1)([CH3:14])([CH3:13])[CH3:12]. The yield is 0.730. (6) The reactants are [CH3:1][O:2][C:3]([C:5]1[CH:10]=[CH:9][CH:8]=[C:7]([CH2:11][OH:12])[N:6]=1)=[O:4]. The catalyst is ClCCl.[O-2].[O-2].[Mn+4]. The product is [CH3:1][O:2][C:3]([C:5]1[CH:10]=[CH:9][CH:8]=[C:7]([CH:11]=[O:12])[N:6]=1)=[O:4]. The yield is 0.870.